Dataset: Reaction yield outcomes from USPTO patents with 853,638 reactions. Task: Predict the reaction yield, written as a fraction of the theoretical maximum amount of product (1.0 means a 100% yield; for example, 0.34 means a 34% yield). (1) The reactants are P([O-])([O-])([O-])=O.[K+].[K+].[K+].[CH3:9][O:10][C:11]1[N:16]=[CH:15][C:14](B(O)O)=[CH:13][N:12]=1.Cl[C:21]1[CH:22]=[CH:23][C:24]2[N:30]3[CH2:31][C@H:27]([CH2:28][CH2:29]3)[N:26]([C:32]([NH:34][C:35]3[CH:40]=[N:39][CH:38]=[CH:37][N:36]=3)=[O:33])[C:25]=2[N:41]=1.CC(C1C=C(C(C)C)C(C2C=CC=CC=2P(C2CCCCC2)C2CCCCC2)=C(C(C)C)C=1)C. The catalyst is O.C1C=CC(/C=C/C(/C=C/C2C=CC=CC=2)=O)=CC=1.C1C=CC(/C=C/C(/C=C/C2C=CC=CC=2)=O)=CC=1.C1C=CC(/C=C/C(/C=C/C2C=CC=CC=2)=O)=CC=1.[Pd].[Pd].C(O)CCC. The product is [CH3:9][O:10][C:11]1[N:16]=[CH:15][C:14]([C:21]2[CH:22]=[CH:23][C:24]3[N:30]4[CH2:31][C@H:27]([CH2:28][CH2:29]4)[N:26]([C:32]([NH:34][C:35]4[CH:40]=[N:39][CH:38]=[CH:37][N:36]=4)=[O:33])[C:25]=3[N:41]=2)=[CH:13][N:12]=1. The yield is 0.508. (2) The reactants are [Cl:1][C:2]1[CH:12]=[C:11]([Cl:13])[C:10]([O:14][C:15]2[N:19]([CH3:20])[N:18]=[C:17]([CH3:21])[C:16]=2[CH:22]=[CH2:23])=[CH:9][C:3]=1[O:4][CH2:5][C:6]([OH:8])=O.[C:24]1([S:30]([NH2:33])(=[O:32])=[O:31])[CH:29]=[CH:28][CH:27]=[CH:26][CH:25]=1.Cl.C(N=C=NCCCN(C)C)C.O. The catalyst is C(#N)C. The product is [Cl:1][C:2]1[CH:12]=[C:11]([Cl:13])[C:10]([O:14][C:15]2[N:19]([CH3:20])[N:18]=[C:17]([CH3:21])[C:16]=2[CH:22]=[CH2:23])=[CH:9][C:3]=1[O:4][CH2:5][C:6]([NH:33][S:30]([C:24]1[CH:29]=[CH:28][CH:27]=[CH:26][CH:25]=1)(=[O:32])=[O:31])=[O:8]. The yield is 0.560. (3) The reactants are [C:1]1([C@H:7]([NH:9][C:10]2[C:15]([N+:16]([O-])=O)=CN=[C:12]([C:19]3[CH:28]=[CH:27][CH:26]=[C:25]4[C:20]=3[CH:21]=[CH:22][CH:23]=[N:24]4)[CH:11]=2)[CH3:8])[CH:6]=[CH:5][CH:4]=[CH:3][CH:2]=1.C1([C@H](NC2C=C(C3C=CC=C4C=3C=CC=N4)N=C[C:39]=2[NH2:54])C)C=CC=CC=1.[H][H].[CH2:57]([OH:59])C. The catalyst is [Pd]. The product is [C:1]1([C@H:7]([N:9]2[C:10]3[C:15](=[N:54][CH:39]=[C:12]([C:19]4[CH:28]=[CH:27][CH:26]=[C:25]5[C:20]=4[CH:21]=[CH:22][CH:23]=[N:24]5)[CH:11]=3)[NH:16][C:57]2=[O:59])[CH3:8])[CH:2]=[CH:3][CH:4]=[CH:5][CH:6]=1. The yield is 0.979. (4) The reactants are [I:1][C:2]1[CH:3]=[N:4][NH:5][CH:6]=1.[H-].[Na+].I[CH2:10][CH2:11][F:12]. The catalyst is CN(C=O)C. The product is [F:12][CH2:11][CH2:10][N:4]1[CH:3]=[C:2]([I:1])[CH:6]=[N:5]1. The yield is 0.790. (5) The reactants are [C:1]([NH:5][C:6]1[NH:7][C:8]2[CH:14]=[CH:13][CH:12]=[CH:11][C:9]=2[N:10]=1)([O:3][CH3:4])=[O:2].[Cl:15][S:16](O)(=[O:18])=[O:17]. No catalyst specified. The product is [Cl:15][S:16]([C:13]1[CH:12]=[CH:11][C:9]2[N:10]=[C:6]([NH:5][C:1]([O:3][CH3:4])=[O:2])[NH:7][C:8]=2[CH:14]=1)(=[O:18])=[O:17]. The yield is 0.780. (6) The reactants are [Cl-].[Cl-].[Cl-].[Al+3].[C:5](Cl)(=[O:15])[C:6]1[CH:14]=[CH:13][C:9]([C:10](Cl)=[O:11])=[CH:8][CH:7]=1.Cl.[CH:18]1[CH:23]=[CH:22][CH:21]=[CH:20][CH:19]=1. The catalyst is ClCCl. The product is [C:5]([C:6]1[CH:14]=[CH:13][C:9]([C:10](=[O:11])[C:6]2[CH:14]=[CH:13][CH:9]=[CH:8][CH:7]=2)=[CH:8][CH:7]=1)(=[O:15])[C:18]1[CH:23]=[CH:22][CH:21]=[CH:20][CH:19]=1. The yield is 0.320. (7) The reactants are [CH3:1][O:2][C:3]1[CH:4]=[C:5]([N:9]2[C:21]3[CH:20]=[CH:19][CH:18]=[CH:17][C:16]=3[C:15]3[C:10]2=[CH:11][CH:12]=[CH:13][CH:14]=3)[CH:6]=[CH:7][CH:8]=1.Cl[P:23]([CH:27]([CH3:29])[CH3:28])[CH:24]([CH3:26])[CH3:25]. The catalyst is C1(C)C=CC=CC=1. The product is [CH:24]([P:23]([CH:27]([CH3:29])[CH3:28])[C:4]1[C:3]([O:2][CH3:1])=[CH:8][CH:7]=[CH:6][C:5]=1[N:9]1[C:10]2[CH:11]=[CH:12][CH:13]=[CH:14][C:15]=2[C:16]2[C:21]1=[CH:20][CH:19]=[CH:18][CH:17]=2)([CH3:26])[CH3:25]. The yield is 0.702. (8) The reactants are Br[C:2]1[CH:3]=[C:4]([N:8]2[C:16]3[CH2:15][CH2:14][N:13]([S:17]([CH3:20])(=[O:19])=[O:18])[CH2:12][C:11]=3[C:10]([C:21]([O:23][CH2:24][CH3:25])=[O:22])=[N:9]2)[CH:5]=[CH:6][CH:7]=1.[C:26]([C@:28]1([OH:35])[CH2:32][CH2:31][N:30]([CH3:33])[C:29]1=[O:34])#[CH:27]. No catalyst specified. The product is [OH:35][C@@:28]1([C:26]#[C:27][C:2]2[CH:3]=[C:4]([N:8]3[C:16]4[CH2:15][CH2:14][N:13]([S:17]([CH3:20])(=[O:18])=[O:19])[CH2:12][C:11]=4[C:10]([C:21]([O:23][CH2:24][CH3:25])=[O:22])=[N:9]3)[CH:5]=[CH:6][CH:7]=2)[CH2:32][CH2:31][N:30]([CH3:33])[C:29]1=[O:34]. The yield is 0.590. (9) The reactants are C[O:2][C:3]1[CH:13]=[C:12]([O:14][CH3:15])[CH:11]=[C:10]([CH3:16])[C:4]=1[C:5]([O:7][CH2:8][CH3:9])=[O:6].B(Cl)(Cl)Cl. The catalyst is C(Cl)Cl. The product is [OH:2][C:3]1[CH:13]=[C:12]([O:14][CH3:15])[CH:11]=[C:10]([CH3:16])[C:4]=1[C:5]([O:7][CH2:8][CH3:9])=[O:6]. The yield is 0.700.